Dataset: Catalyst prediction with 721,799 reactions and 888 catalyst types from USPTO. Task: Predict which catalyst facilitates the given reaction. (1) Reactant: Cl.[CH2:2]([O:9][C:10](=[O:19])[NH:11][C:12]1([CH3:18])[CH2:17][CH2:16][NH:15][CH2:14][CH2:13]1)[C:3]1[CH:8]=[CH:7][CH:6]=[CH:5][CH:4]=1.[C:20](Cl)(=[O:27])[C:21]1[CH:26]=[CH:25][N:24]=[CH:23][CH:22]=1.C(N(CC)CC)C.[Cl-].[NH4+]. Product: [CH2:2]([O:9][C:10](=[O:19])[NH:11][C:12]1([CH3:18])[CH2:17][CH2:16][N:15]([C:20]([C:21]2[CH:26]=[CH:25][N:24]=[CH:23][CH:22]=2)=[O:27])[CH2:14][CH2:13]1)[C:3]1[CH:8]=[CH:7][CH:6]=[CH:5][CH:4]=1. The catalyst class is: 4. (2) Reactant: F[C:2]1[C:3]([O:33][C@H:34]2[CH2:39][CH2:38][NH:37][CH2:36][C@H:35]2[F:40])=[C:4]([CH:7]=[C:8]([C:10]2[N:15]=[C:14]([NH:16][C:17]3[CH:22]=[CH:21][C:20]([N:23]4[CH2:28][CH2:27][N:26]([CH:29]5[CH2:32][O:31][CH2:30]5)[CH2:25][CH2:24]4)=[CH:19][CH:18]=3)[N:13]=[CH:12][N:11]=2)[CH:9]=1)[C:5]#[N:6].CN(C(ON1N=NC2C=CC=NC1=2)=[N+](C)C)C.F[P-](F)(F)(F)(F)F.[O:65]=[C:66]1[NH:69][C@H:68]([C:70](O)=[O:71])[CH2:67]1. Product: [F:40][C@H:35]1[C@@H:34]([O:33][C:3]2[CH:2]=[CH:9][C:8]([C:10]3[N:15]=[C:14]([NH:16][C:17]4[CH:18]=[CH:19][C:20]([N:23]5[CH2:28][CH2:27][N:26]([CH:29]6[CH2:32][O:31][CH2:30]6)[CH2:25][CH2:24]5)=[CH:21][CH:22]=4)[N:13]=[CH:12][N:11]=3)=[CH:7][C:4]=2[C:5]#[N:6])[CH2:39][CH2:38][N:37]([C:70]([C@@H:68]2[CH2:67][C:66](=[O:65])[NH:69]2)=[O:71])[CH2:36]1. The catalyst class is: 85. (3) Reactant: [C:1](Cl)(=[O:7])[CH2:2][CH2:3][CH2:4][CH2:5][CH3:6].[C:9]([C:13]1[CH:39]=[CH:38][C:16]([CH2:17][O:18][C:19]2[CH:20]=[C:21]([CH:35]=[CH:36][CH:37]=2)[C:22]([NH:24][C:25]2[CH:30]=[CH:29][CH:28]=[CH:27][C:26]=2[S:31](=[O:34])(=[O:33])[NH2:32])=[O:23])=[CH:15][CH:14]=1)([CH3:12])([CH3:11])[CH3:10]. Product: [C:9]([C:13]1[CH:39]=[CH:38][C:16]([CH2:17][O:18][C:19]2[CH:20]=[C:21]([CH:35]=[CH:36][CH:37]=2)[C:22]([NH:24][C:25]2[CH:30]=[CH:29][CH:28]=[CH:27][C:26]=2[S:31]([NH:32][C:1](=[O:7])[CH2:2][CH2:3][CH2:4][CH2:5][CH3:6])(=[O:34])=[O:33])=[O:23])=[CH:15][CH:14]=1)([CH3:12])([CH3:10])[CH3:11]. The catalyst class is: 367. (4) Reactant: [C:1]([O:4][C:5]1[CH:6]=[C:7]2[C:12](=[CH:13][CH:14]=1)[CH:11]=[C:10]([C:15]([OH:17])=O)[CH:9]=[CH:8]2)(=[O:3])[CH3:2].[NH:18]1[CH2:23][CH2:22][CH:21]([C:24]([O:26][CH3:27])=[O:25])[CH2:20][CH2:19]1.CN(C(ON1N=NC2C=CC=CC1=2)=[N+](C)C)C.F[P-](F)(F)(F)(F)F. Product: [C:1]([O:4][C:5]1[CH:6]=[C:7]2[C:12](=[CH:13][CH:14]=1)[CH:11]=[C:10]([C:15]([N:18]1[CH2:23][CH2:22][CH:21]([C:24]([O:26][CH3:27])=[O:25])[CH2:20][CH2:19]1)=[O:17])[CH:9]=[CH:8]2)(=[O:3])[CH3:2]. The catalyst class is: 124. (5) Reactant: [CH2:1]([O:17][C:18](=[O:22])[C:19]([CH3:21])=[CH2:20])[CH2:2][CH2:3][CH2:4][CH2:5][CH2:6][CH2:7][CH2:8][CH2:9][CH2:10][CH2:11][CH2:12][CH2:13][CH2:14][CH2:15][CH3:16].[CH2:23]([O:41][C:42](=[O:46])[C:43]([CH3:45])=[CH2:44])[CH2:24][CH2:25][CH2:26][CH2:27][CH2:28][CH2:29][CH2:30][CH2:31][CH2:32][CH2:33][CH2:34][CH2:35][CH2:36][CH2:37][CH2:38][CH2:39][CH3:40].SCCO. Product: [CH2:1]([O:17][C:18](=[O:22])[C:19]([CH3:21])=[CH2:20])[CH2:2][CH2:3][CH2:4][CH2:5][CH2:6][CH2:7][CH2:8][CH2:9][CH2:10][CH2:11][CH2:12][CH2:13][CH2:14][CH2:15][CH3:16].[CH2:23]([O:41][C:42](=[O:46])[C:43]([CH3:45])=[CH2:44])[CH2:24][CH2:25][CH2:26][CH2:27][CH2:28][CH2:29][CH2:30][CH2:31][CH2:32][CH2:33][CH2:34][CH2:35][CH2:36][CH2:37][CH2:38][CH2:39][CH3:40]. The catalyst class is: 11. (6) Reactant: [CH3:1][N:2]([CH:4]([C:13]1[CH:18]=[CH:17][CH:16]=[C:15]([F:19])[CH:14]=1)[CH:5]1[CH2:10][CH2:9][CH:8]([CH:11]=O)[CH2:7][CH2:6]1)[CH3:3].C1C[O:23][CH2:22]C1.Cl. Product: [CH3:1][N:2]([CH:4]([C:13]1[CH:18]=[CH:17][CH:16]=[C:15]([F:19])[CH:14]=1)[CH:5]1[CH2:10][CH2:9][CH:8]([CH2:11][CH:22]=[O:23])[CH2:7][CH2:6]1)[CH3:3]. The catalyst class is: 6. (7) Reactant: [CH:1]1[C:13]2[CH:12]([CH2:14][O:15][C:16]([N:18]3[C:23]4[CH:24]=[CH:25][C:26]([C:28]5[NH:29][C:30]([C:33]#[N:34])=[CH:31][CH:32]=5)=[CH:27][C:22]=4[C:21]([CH3:36])([CH3:35])[O:20][CH:19]3[CH3:37])=[O:17])[C:11]3[C:6](=[CH:7][CH:8]=[CH:9][CH:10]=3)[C:5]=2[CH:4]=[CH:3][CH:2]=1.[C:38](=O)([O-])[O-].[K+].[K+].IC.S([O-])([O-])(=O)=O.[NH4+].[NH4+]. Product: [C:33]([C:30]1[N:29]([CH3:38])[C:28]([C:26]2[CH:25]=[CH:24][C:23]3[N:18]([C:16]([O:15][CH2:14][CH:12]4[C:13]5[CH:1]=[CH:2][CH:3]=[CH:4][C:5]=5[C:6]5[C:11]4=[CH:10][CH:9]=[CH:8][CH:7]=5)=[O:17])[CH:19]([CH3:37])[O:20][C:21]([CH3:36])([CH3:35])[C:22]=3[CH:27]=2)=[CH:32][CH:31]=1)#[N:34]. The catalyst class is: 39.